From a dataset of Full USPTO retrosynthesis dataset with 1.9M reactions from patents (1976-2016). Predict the reactants needed to synthesize the given product. (1) Given the product [CH:3]([CH:2]1[CH2:1][N:12]([C:14]([O:16][C:17]([CH3:20])([CH3:19])[CH3:18])=[O:15])[CH2:11][CH2:10][N:9]1[C:21]([O:23][CH2:24][C:25]1[CH:26]=[CH:27][CH:28]=[CH:29][CH:30]=1)=[O:22])=[CH2:4], predict the reactants needed to synthesize it. The reactants are: [CH2:1]([Li])[CH2:2][CH2:3][CH3:4].C(C1C[N:12]([C:14]([O:16][C:17]([CH3:20])([CH3:19])[CH3:18])=[O:15])[CH2:11][CH2:10][N:9]1[C:21]([O:23][CH2:24][C:25]1[CH:30]=[CH:29][CH:28]=[CH:27][CH:26]=1)=[O:22])=O. (2) Given the product [CH3:23][O:22][C:17]1[CH:16]=[C:15]([O:24][CH3:25])[CH:14]=[C:13]2[C:18]=1[C:19](=[O:21])[NH:20][C:11]([C:8]1[N:7]=[C:6]([C:26]3[CH:27]=[CH:28][C:29]([C:30]([N:32]([CH3:34])[CH3:33])=[O:31])=[CH:35][CH:36]=3)[C:5]([O:4][CH2:3][CH2:2][NH:40][CH:37]([CH3:39])[CH3:38])=[CH:10][CH:9]=1)=[N:12]2, predict the reactants needed to synthesize it. The reactants are: Br[CH2:2][CH2:3][O:4][C:5]1[C:6]([C:26]2[CH:36]=[CH:35][C:29]([C:30]([N:32]([CH3:34])[CH3:33])=[O:31])=[CH:28][CH:27]=2)=[N:7][C:8]([C:11]2[NH:20][C:19](=[O:21])[C:18]3[C:13](=[CH:14][C:15]([O:24][CH3:25])=[CH:16][C:17]=3[O:22][CH3:23])[N:12]=2)=[CH:9][CH:10]=1.[CH:37]([NH2:40])([CH3:39])[CH3:38]. (3) Given the product [O:40]=[CH:17][C@@H:18]([C@H:19]([C@@H:20]([C@@H:13]([CH2:12][OH:30])[OH:29])[OH:21])[OH:36])[OH:25], predict the reactants needed to synthesize it. The reactants are: C[C@]1(O)[C@@H]2C(=[C:12]([OH:30])[C@:13]3([OH:29])[C:20](=[O:21])[C:19](C(N)=O)=[C:18]([OH:25])[C@@H:17](N(C)C)[C@@H]3C2)C(=O)C2C(O)=CC=CC1=2.NCC(O)=[O:36].[Na+].[Cl-].[OH-:40].[Na+].[N+](C1C=C([N+]([O-])=O)C=C(C(O)=O)C=1O)([O-])=O. (4) The reactants are: ClC1C=C2[C:8](=[CH:9][CH:10]=1)[N:7](S(C1C=CC=CC=1)(=O)=O)C(C(OCC)=O)=C2S(Cl)(=O)=O.[Br:29][C:30]1[CH:31]=[C:32]2[C:36](=[CH:37][CH:38]=1)[N:35](S(C1C=CC=CC=1)(=O)=O)[C:34]([C:48]([O:50]CC)=O)=[C:33]2[S:53](Cl)(=[O:55])=[O:54].Cl.CN.C1([NH2:63])CC1. Given the product [Br:29][C:30]1[CH:31]=[C:32]2[C:36](=[CH:37][CH:38]=1)[NH:35][C:34]([C:48]([NH2:63])=[O:50])=[C:33]2[S:53]([NH:7][CH:8]1[CH2:9][CH2:10]1)(=[O:54])=[O:55], predict the reactants needed to synthesize it. (5) Given the product [CH3:19][C:20]1[NH:1][C:2]2=[N:11][C:10]([N:12]3[CH2:17][CH2:16][O:15][CH2:14][CH2:13]3)=[CH:9][C:4]([C:5]([O:7][CH3:8])=[O:6])=[C:3]2[N:18]=1, predict the reactants needed to synthesize it. The reactants are: [NH2:1][C:2]1[C:3]([NH2:18])=[C:4]([CH:9]=[C:10]([N:12]2[CH2:17][CH2:16][O:15][CH2:14][CH2:13]2)[N:11]=1)[C:5]([O:7][CH3:8])=[O:6].[CH3:19][C:20](O)=O. (6) Given the product [Cl:1][C:2]1[C:3]([F:13])=[CH:4][C:5]([F:12])=[C:6]([S:8]([NH:21][C:18]2[N:19]=[CH:20][C:15]([F:14])=[CH:16][N:17]=2)(=[O:10])=[O:9])[CH:7]=1, predict the reactants needed to synthesize it. The reactants are: [Cl:1][C:2]1[C:3]([F:13])=[CH:4][C:5]([F:12])=[C:6]([S:8](Cl)(=[O:10])=[O:9])[CH:7]=1.[F:14][C:15]1[CH:16]=[N:17][C:18]([NH2:21])=[N:19][CH:20]=1. (7) Given the product [CH2:1]([OH:15])[CH2:2][CH2:3][CH2:4][CH2:5][CH2:6][CH2:7][CH2:8]/[CH:9]=[CH:10]\[CH2:11]/[CH:12]=[CH:13]/[CH3:14], predict the reactants needed to synthesize it. The reactants are: [CH2:1]([OH:15])[CH2:2][CH2:3][CH2:4][CH2:5][CH2:6][CH2:7][CH2:8]/[CH:9]=[CH:10]\[CH2:11][CH2:12][CH2:13][CH3:14].C(O)CCCCCCC/C=C\CCCCCCCC.C=CC/C=C/C.